From a dataset of Full USPTO retrosynthesis dataset with 1.9M reactions from patents (1976-2016). Predict the reactants needed to synthesize the given product. (1) Given the product [CH2:1]([O:8][CH2:9][CH2:10][C:11]1([CH2:19][O:20][Si:30]([C:26]([CH3:29])([CH3:28])[CH3:27])([C:38]2[CH:39]=[CH:40][CH:41]=[CH:42][CH:43]=2)[C:32]2[CH:37]=[CH:36][CH:35]=[CH:34][CH:33]=2)[CH2:16][O:15][C:14]([CH3:18])([CH3:17])[O:13][CH2:12]1)[C:2]1[CH:7]=[CH:6][CH:5]=[CH:4][CH:3]=1, predict the reactants needed to synthesize it. The reactants are: [CH2:1]([O:8][CH2:9][CH2:10][C:11]1([CH2:19][OH:20])[CH2:16][O:15][C:14]([CH3:18])([CH3:17])[O:13][CH2:12]1)[C:2]1[CH:7]=[CH:6][CH:5]=[CH:4][CH:3]=1.N1C=CN=C1.[C:26]([Si:30]([C:38]1[CH:43]=[CH:42][CH:41]=[CH:40][CH:39]=1)([C:32]1[CH:37]=[CH:36][CH:35]=[CH:34][CH:33]=1)Cl)([CH3:29])([CH3:28])[CH3:27].[Cl-].[NH4+]. (2) Given the product [F:10][C:6]1[CH:5]=[N:4][CH:3]=[C:2]([C:16]2[N:17]=[CH:18][N:19]([C:21]([C:22]3[CH:27]=[CH:26][CH:25]=[CH:24][CH:23]=3)([C:34]3[CH:35]=[CH:36][CH:37]=[CH:38][CH:39]=3)[C:28]3[CH:29]=[CH:30][CH:31]=[CH:32][CH:33]=3)[CH:20]=2)[C:7]=1[CH:8]=[O:9], predict the reactants needed to synthesize it. The reactants are: Br[C:2]1[CH:3]=[N:4][CH:5]=[C:6]([F:10])[C:7]=1[CH:8]=[O:9].C([Sn](CCCC)(CCCC)[C:16]1[N:17]=[CH:18][N:19]([C:21]([C:34]2[CH:39]=[CH:38][CH:37]=[CH:36][CH:35]=2)([C:28]2[CH:33]=[CH:32][CH:31]=[CH:30][CH:29]=2)[C:22]2[CH:27]=[CH:26][CH:25]=[CH:24][CH:23]=2)[CH:20]=1)CCC. (3) The reactants are: S([O:11][CH2:12][CH2:13][O:14][CH2:15][CH2:16][O:17][CH2:18][CH2:19][O:20][CH2:21][CH2:22][OH:23])(C1C=CC(C)=CC=1)(=O)=O.[C:24]1(=[O:34])[NH:28][C:27](=[O:29])[C:26]2=[CH:30][CH:31]=[CH:32][CH:33]=[C:25]12.N12CCCN=C1CCCCC2. Given the product [C:24]1(=[O:34])[NH:28][C:27](=[O:29])[C:26]2=[CH:30][CH:31]=[CH:32][CH:33]=[C:25]12.[CH2:22]([OH:23])[CH2:21][O:20][CH2:19][CH2:18][O:17][CH2:16][CH2:15][O:14][CH2:13][CH2:12][OH:11], predict the reactants needed to synthesize it. (4) Given the product [CH3:19][O:20][C:21]1[CH:26]=[CH:25][CH:24]=[CH:23][C:22]=1[CH2:27][O:1][C:2]1[CH:3]=[C:4]([CH2:8][NH:9][C:10](=[O:18])[C:11]2[CH:16]=[CH:15][CH:14]=[N:13][C:12]=2[NH2:17])[CH:5]=[CH:6][CH:7]=1, predict the reactants needed to synthesize it. The reactants are: [OH:1][C:2]1[CH:3]=[C:4]([CH2:8][NH:9][C:10](=[O:18])[C:11]2[CH:16]=[CH:15][CH:14]=[N:13][C:12]=2[NH2:17])[CH:5]=[CH:6][CH:7]=1.[CH3:19][O:20][C:21]1[CH:26]=[CH:25][CH:24]=[CH:23][C:22]=1[CH2:27]Cl.C(=O)([O-])[O-].[Cs+].[Cs+].CN(C=O)C. (5) Given the product [F:1][C:2]1[CH:7]=[CH:6][C:5]([C:8]2[N:9]=[C:10]([C:19]3[CH:24]=[CH:23][C:22]([S:25]([CH3:26])=[O:29])=[CH:21][CH:20]=3)[O:11][C:12]=2[C:13]2[CH:14]=[CH:15][N:16]=[CH:17][CH:18]=2)=[CH:4][CH:3]=1, predict the reactants needed to synthesize it. The reactants are: [F:1][C:2]1[CH:7]=[CH:6][C:5]([C:8]2[N:9]=[C:10]([C:19]3[CH:24]=[CH:23][C:22]([S:25][CH3:26])=[CH:21][CH:20]=3)[O:11][C:12]=2[C:13]2[CH:18]=[CH:17][N:16]=[CH:15][CH:14]=2)=[CH:4][CH:3]=1.C(O)(=[O:29])C. (6) Given the product [CH3:17][C:18]([CH2:20][O:10][C:5]1[CH:6]=[CH:7][CH:8]=[CH:9][C:4]=1[CH:1]=[CH:2][CH3:3])=[O:19], predict the reactants needed to synthesize it. The reactants are: [CH:1]([C:4]1[CH:9]=[CH:8][CH:7]=[CH:6][C:5]=1[OH:10])=[CH:2][CH3:3].C(=O)([O-])[O-].[K+].[K+].[CH3:17][C:18]([CH3:20])=[O:19].ClCC(=O)C. (7) Given the product [Br:1][C:2]1[C:3]2[CH:12]=[CH:11][N:10]([S:13]([C:16]3[CH:22]=[CH:21][C:19]([CH3:20])=[CH:18][CH:17]=3)(=[O:15])=[O:14])[C:4]=2[C:5](=[O:8])[NH:6][CH:7]=1, predict the reactants needed to synthesize it. The reactants are: [Br:1][C:2]1[CH:7]=[N:6][C:5]([O:8]C)=[C:4]2[N:10]([S:13]([C:16]3[CH:22]=[CH:21][C:19]([CH3:20])=[CH:18][CH:17]=3)(=[O:15])=[O:14])[CH:11]=[CH:12][C:3]=12.Cl. (8) Given the product [OH:15][C@@H:4]1[C@@H:3]([CH2:2][OH:1])[O:11][C@H:10]2[C@H:6]([N:7]=[C:8]([N:12]([CH3:13])[C:24](=[O:25])[O:26][C:27]([CH3:28])([CH3:29])[CH3:30])[S:9]2)[C@H:5]1[OH:14], predict the reactants needed to synthesize it. The reactants are: [OH:1][CH2:2][C@H:3]1[O:11][C@H:10]2[C@H:6]([N:7]=[C:8]([NH:12][CH3:13])[S:9]2)[C@@H:5]([OH:14])[C@@H:4]1[OH:15].[CH3:28][C:27]([O:26][C:24](O[C:24]([O:26][C:27]([CH3:30])([CH3:29])[CH3:28])=[O:25])=[O:25])([CH3:30])[CH3:29].C(N(CC)CC)C. (9) Given the product [CH:24]([O:26][CH2:27][CH2:28][O:29][NH:30][C:20]([C:10]1[C:9]([NH:8][C:5]2[CH:6]=[CH:7][C:2]([Br:1])=[CH:3][C:4]=2[Cl:23])=[C:18]([Cl:19])[C:13]2[N:14]=[CH:15][N:16]([CH3:17])[C:12]=2[CH:11]=1)=[O:22])=[CH2:25], predict the reactants needed to synthesize it. The reactants are: [Br:1][C:2]1[CH:7]=[CH:6][C:5]([NH:8][C:9]2[C:10]([C:20]([OH:22])=O)=[CH:11][C:12]3[N:16]([CH3:17])[CH:15]=[N:14][C:13]=3[C:18]=2[Cl:19])=[C:4]([Cl:23])[CH:3]=1.[CH:24]([O:26][CH2:27][CH2:28][O:29][NH2:30])=[CH2:25].C1C=CC2N(O)N=NC=2C=1.C(N(CC)CC)C.CCN=C=NCCCN(C)C.Cl. (10) Given the product [NH2:10][CH2:9][CH:8]([C:5]1[CH:6]=[CH:7][C:2]([CH3:1])=[CH:3][CH:4]=1)[OH:13], predict the reactants needed to synthesize it. The reactants are: [CH3:1][C:2]1[CH:7]=[CH:6][C:5]([CH:8]([OH:13])[CH2:9][N+:10]([O-])=O)=[CH:4][CH:3]=1.